Dataset: Peptide-MHC class II binding affinity with 134,281 pairs from IEDB. Task: Regression. Given a peptide amino acid sequence and an MHC pseudo amino acid sequence, predict their binding affinity value. This is MHC class II binding data. (1) The peptide sequence is VPAAIMMILSTIISG. The MHC is H-2-IAb with pseudo-sequence H-2-IAb. The binding affinity (normalized) is 0. (2) The peptide sequence is CTNAKVTAKGVSEAN. The MHC is DRB1_0802 with pseudo-sequence DRB1_0802. The binding affinity (normalized) is 0.168. (3) The peptide sequence is QCCDLDPQARVAIKSLTERL. The binding affinity (normalized) is 0.426. The MHC is DRB1_0301 with pseudo-sequence DRB1_0301. (4) The peptide sequence is VGPLTVNEKRRLKLI. The MHC is DRB1_0401 with pseudo-sequence DRB1_0401. The binding affinity (normalized) is 0.235. (5) The peptide sequence is AMTDTTPFGQQRVFK. The MHC is HLA-DQA10501-DQB10303 with pseudo-sequence HLA-DQA10501-DQB10303. The binding affinity (normalized) is 0.234. (6) The peptide sequence is GLAFSLIKNAQTPRR. The MHC is DRB1_0401 with pseudo-sequence DRB1_0401. The binding affinity (normalized) is 0.795. (7) The peptide sequence is MHTGIVRDKKKKEIT. The MHC is DRB1_0101 with pseudo-sequence DRB1_0101. The binding affinity (normalized) is 0.103. (8) The peptide sequence is MCHATLTYRMLEPTR. The MHC is HLA-DQA10501-DQB10302 with pseudo-sequence HLA-DQA10501-DQB10302. The binding affinity (normalized) is 0.394. (9) The peptide sequence is HGRQIRMAKLLGRDP. The MHC is DRB1_0101 with pseudo-sequence DRB1_0101. The binding affinity (normalized) is 0.352. (10) The peptide sequence is KKWIKVEYGNLSLSGIA. The MHC is DRB5_0101 with pseudo-sequence DRB5_0101. The binding affinity (normalized) is 0.648.